Dataset: Forward reaction prediction with 1.9M reactions from USPTO patents (1976-2016). Task: Predict the product of the given reaction. (1) Given the reactants [CH3:1][C:2]1([CH3:12])[N:7]([O])[C:6]([CH3:10])([CH3:9])[CH2:5][CH:4]([OH:11])[CH2:3]1.[H][H].[CH:15]([C:18]1[CH:23]=[CH:22][CH:21]=[C:20]([CH:24]([CH3:26])[CH3:25])[C:19]=1[N:27]=[C:28]=[N:29][C:30]1[C:35]([CH:36]([CH3:38])[CH3:37])=[CH:34][CH:33]=[CH:32][C:31]=1[CH:39]([CH3:41])[CH3:40])([CH3:17])[CH3:16].C1C[O:45]CC1, predict the reaction product. The product is: [CH:36]([C:35]1[CH:34]=[CH:33][CH:32]=[C:31]([CH:39]([CH3:41])[CH3:40])[C:30]=1[NH:29][C:28](=[N:27][C:19]1[C:20]([CH:24]([CH3:26])[CH3:25])=[CH:21][CH:22]=[CH:23][C:18]=1[CH:15]([CH3:17])[CH3:16])[O:45][N:7]1[C:2]([CH3:12])([CH3:1])[CH2:3][CH:4]([OH:11])[CH2:5][C:6]1([CH3:10])[CH3:9])([CH3:38])[CH3:37]. (2) Given the reactants C([O:5][C:6](=[O:31])[CH:7]([N:17]=C(C1C=CC=CC=1)C1C=CC=CC=1)[CH2:8][CH:9]1[CH2:16][CH2:15][CH2:14][CH2:13][CH2:12][CH2:11][CH2:10]1)(C)(C)C.Cl, predict the reaction product. The product is: [NH2:17][CH:7]([CH2:8][CH:9]1[CH2:16][CH2:15][CH2:14][CH2:13][CH2:12][CH2:11][CH2:10]1)[C:6]([OH:31])=[O:5]. (3) Given the reactants [NH2:1][N:2]1[C:7](=[O:8])[C:6]([C:9]2[NH:14][C:13]3[CH:15]=[CH:16][CH:17]=[CH:18][C:12]=3[S:11](=[O:20])(=[O:19])[N:10]=2)=[C:5]([OH:21])[C:4]2[S:22][CH:23]=[CH:24][C:3]1=2.[CH:25](=O)[C:26]1[CH:31]=[CH:30][N:29]=[CH:28][CH:27]=1, predict the reaction product. The product is: [O:19]=[S:11]1(=[O:20])[C:12]2[CH:18]=[CH:17][CH:16]=[CH:15][C:13]=2[NH:14][C:9]([C:6]2[C:7](=[O:8])[N:2]([N:1]=[CH:25][C:26]3[CH:31]=[CH:30][N:29]=[CH:28][CH:27]=3)[C:3]3[CH:24]=[CH:23][S:22][C:4]=3[C:5]=2[OH:21])=[N:10]1. (4) The product is: [OH:22][C:21]1[C:20]2[C:15](=[CH:16][CH:17]=[CH:18][CH:19]=2)[C@@:14]([CH3:28])([CH2:23][CH2:24][CH:25]([CH3:27])[CH3:26])[C:13](=[O:29])[C:12]=1[C:7]1[NH:6][C:5]2[CH:30]=[CH:31][C:2]([NH:1][S:39]([CH3:38])(=[O:41])=[O:40])=[CH:3][C:4]=2[S:9](=[O:11])(=[O:10])[N:8]=1. Given the reactants [NH2:1][C:2]1[CH:31]=[CH:30][C:5]2[NH:6][C:7]([C:12]3[C:13](=[O:29])[C@:14]([CH3:28])([CH2:23][CH2:24][CH:25]([CH3:27])[CH3:26])[C:15]4[C:20]([C:21]=3[OH:22])=[CH:19][CH:18]=[CH:17][CH:16]=4)=[N:8][S:9](=[O:11])(=[O:10])[C:4]=2[CH:3]=1.N1C=CC=CC=1.[CH3:38][S:39](Cl)(=[O:41])=[O:40], predict the reaction product. (5) Given the reactants [F:1][CH:2]([F:26])[O:3][C:4]1[CH:25]=[CH:24][C:7]([CH2:8][N:9]2[C:13](=[O:14])[C:12](O)=[C:11]([C:16]3[CH:21]=[CH:20][CH:19]=[CH:18][CH:17]=3)[S:10]2(=[O:23])=[O:22])=[CH:6][CH:5]=1.CN(C=O)C.C(Cl)(=O)C([Cl:35])=O, predict the reaction product. The product is: [Cl:35][C:12]1[C:13](=[O:14])[N:9]([CH2:8][C:7]2[CH:24]=[CH:25][C:4]([O:3][CH:2]([F:26])[F:1])=[CH:5][CH:6]=2)[S:10](=[O:23])(=[O:22])[C:11]=1[C:16]1[CH:21]=[CH:20][CH:19]=[CH:18][CH:17]=1. (6) Given the reactants [CH3:1][C:2]1[NH:6][N:5]=[C:4]([OH:7])[C:3]=1[C:8]1[C:17]2[C:12](=[CH:13][CH:14]=[CH:15][CH:16]=2)[CH:11]=[CH:10][CH:9]=1.Br[C:19]([CH3:26])([CH3:25])[C:20]([O:22][CH2:23][CH3:24])=[O:21].C(=O)([O-])[O-].[K+].[K+].O, predict the reaction product. The product is: [CH3:25][C:19]([O:7][C:4]1[C:3]([C:8]2[C:17]3[C:12](=[CH:13][CH:14]=[CH:15][CH:16]=3)[CH:11]=[CH:10][CH:9]=2)=[C:2]([CH3:1])[NH:6][N:5]=1)([CH3:26])[C:20]([O:22][CH2:23][CH3:24])=[O:21]. (7) Given the reactants [N+:1]([C:4]1[N:9]=[CH:8][C:7]2[CH:10]=[CH:11][O:12][C:6]=2[C:5]=1[OH:13])([O-:3])=[O:2].[Cl:14][C:15]1[C:20]([F:21])=[CH:19][CH:18]=[C:17]([Cl:22])[C:16]=1[C@@H:23](O)[CH3:24].C1C=CC(P(C2C=CC=CC=2)C2C=CC=CC=2)=CC=1.N(C(OC(C)C)=O)=NC(OC(C)C)=O, predict the reaction product. The product is: [Cl:14][C:15]1[C:20]([F:21])=[CH:19][CH:18]=[C:17]([Cl:22])[C:16]=1[C@H:23]([O:13][C:5]1[C:6]2[O:12][CH:11]=[CH:10][C:7]=2[CH:8]=[N:9][C:4]=1[N+:1]([O-:3])=[O:2])[CH3:24]. (8) Given the reactants [F:1][C:2]1[CH:7]=[CH:6][CH:5]=[CH:4][C:3]=1[C@H:8]1[C:17]2[CH:18]=[CH:19][CH:20]=[CH:21][C:16]=2[C:15]2[N:14]=[C:13]([NH:22][C:23]3[CH:28]=[CH:27][CH:26]=[C:25]([CH2:29][CH2:30][N:31]4[CH2:36][CH2:35][N:34]([CH2:37][CH2:38][O:39][CH3:40])[CH2:33][CH2:32]4)[CH:24]=3)[N:12]=[CH:11][C:10]=2[CH2:9]1.[ClH:41].C(OCC)C, predict the reaction product. The product is: [ClH:41].[F:1][C:2]1[CH:7]=[CH:6][CH:5]=[CH:4][C:3]=1[C@H:8]1[C:17]2[CH:18]=[CH:19][CH:20]=[CH:21][C:16]=2[C:15]2[N:14]=[C:13]([NH:22][C:23]3[CH:28]=[CH:27][CH:26]=[C:25]([CH2:29][CH2:30][N:31]4[CH2:36][CH2:35][N:34]([CH2:37][CH2:38][O:39][CH3:40])[CH2:33][CH2:32]4)[CH:24]=3)[N:12]=[CH:11][C:10]=2[CH2:9]1.